The task is: Predict which catalyst facilitates the given reaction.. This data is from Catalyst prediction with 721,799 reactions and 888 catalyst types from USPTO. Reactant: [CH3:1][C@@:2]1([N:10]2[C:19](=[O:20])[C:18]3[C:13](=[CH:14][CH:15]=[CH:16][C:17]=3[N+:21]([O-])=O)[N:12]=[C:11]2[CH3:24])[CH2:7][CH2:6][C:5](=[O:8])[NH:4][C:3]1=[O:9]. Product: [NH2:21][C:17]1[CH:16]=[CH:15][CH:14]=[C:13]2[C:18]=1[C:19](=[O:20])[N:10]([C@:2]1([CH3:1])[CH2:7][CH2:6][C:5](=[O:8])[NH:4][C:3]1=[O:9])[C:11]([CH3:24])=[N:12]2. The catalyst class is: 407.